From a dataset of Full USPTO retrosynthesis dataset with 1.9M reactions from patents (1976-2016). Predict the reactants needed to synthesize the given product. (1) Given the product [CH2:1]([O:3][C:4]([CH:6]1[CH2:8][CH:7]1[C:9]([S:19][C:16]1[CH:17]=[CH:18][C:13]([CH3:12])=[CH:14][CH:15]=1)=[O:10])=[O:5])[CH3:2], predict the reactants needed to synthesize it. The reactants are: [CH2:1]([O:3][C:4]([CH:6]1[CH2:8][CH:7]1[C:9](Cl)=[O:10])=[O:5])[CH3:2].[CH3:12][C:13]1[CH:18]=[CH:17][C:16]([SH:19])=[CH:15][CH:14]=1.CCN(CC)CC. (2) The reactants are: N1CCCCC1.C(O)(=O)C.[CH2:11]([O:18][C:19]1[CH:26]=[CH:25][C:22]([CH:23]=O)=[C:21]([O:27][CH3:28])[CH:20]=1)[C:12]1[CH:17]=[CH:16][CH:15]=[CH:14][CH:13]=1.[C:29]([O:37][CH2:38][CH3:39])(=[O:36])[CH2:30][C:31]([O:33][CH2:34][CH3:35])=[O:32]. Given the product [CH2:11]([O:18][C:19]1[CH:26]=[CH:25][C:22]([CH:23]=[C:30]([C:31]([O:33][CH2:34][CH3:35])=[O:32])[C:29]([O:37][CH2:38][CH3:39])=[O:36])=[C:21]([O:27][CH3:28])[CH:20]=1)[C:12]1[CH:17]=[CH:16][CH:15]=[CH:14][CH:13]=1, predict the reactants needed to synthesize it. (3) Given the product [CH2:10]([SH:9])[CH2:11]/[CH:12]=[CH:13]\[CH2:14]/[CH:15]=[CH:16]\[CH2:17]/[CH:18]=[CH:19]\[CH2:20]/[CH:21]=[CH:22]\[CH2:23][CH3:24], predict the reactants needed to synthesize it. The reactants are: [H-].[H-].[H-].[H-].[Li+].[Al+3].C(=O)([S:9][CH2:10][CH2:11]/[CH:12]=[CH:13]\[CH2:14]/[CH:15]=[CH:16]\[CH2:17]/[CH:18]=[CH:19]\[CH2:20]/[CH:21]=[CH:22]\[CH2:23][CH3:24])C.Cl. (4) Given the product [CH3:1][N:2]([CH3:32])[C@@H:3]1[CH2:7][CH2:6][N:5]([C:8]2[N:13]3[C:14]([C:30]#[N:34])=[C:15]([CH2:17][N:18]([CH3:29])[C@@H:19]4[C:28]5[N:27]=[CH:26][CH:25]=[CH:24][C:23]=5[CH2:22][CH2:21][CH2:20]4)[N:16]=[C:12]3[CH:11]=[CH:10][CH:9]=2)[CH2:4]1, predict the reactants needed to synthesize it. The reactants are: [CH3:1][N:2]([CH3:32])[C@@H:3]1[CH2:7][CH2:6][N:5]([C:8]2[N:13]3[C:14]([CH:30]=O)=[C:15]([CH2:17][N:18]([CH3:29])[C@@H:19]4[C:28]5[N:27]=[CH:26][CH:25]=[CH:24][C:23]=5[CH2:22][CH2:21][CH2:20]4)[N:16]=[C:12]3[CH:11]=[CH:10][CH:9]=2)[CH2:4]1.Cl.[NH2:34]O. (5) Given the product [I:13][C:7]1[C:6]2[C:10](=[CH:11][CH:12]=[C:4]([N+:1]([O-:3])=[O:2])[CH:5]=2)[NH:9][N:8]=1, predict the reactants needed to synthesize it. The reactants are: [N+:1]([C:4]1[CH:5]=[C:6]2[C:10](=[CH:11][CH:12]=1)[NH:9][N:8]=[CH:7]2)([O-:3])=[O:2].[I:13]N1C(=O)CCC1=O.O.C(OCC)C. (6) Given the product [NH2:30][C:20]1[CH:21]=[C:22]([C:23]2[CH:24]=[CH:25][C:26]([CH3:29])=[CH:27][CH:28]=2)[N:18]([C:15]2[CH:16]=[CH:17][C:12]([S:9]([NH2:8])(=[O:10])=[O:11])=[CH:13][CH:14]=2)[N:19]=1, predict the reactants needed to synthesize it. The reactants are: FC(F)(F)C(O)=O.[NH2:8][S:9]([C:12]1[CH:17]=[CH:16][C:15]([N:18]2[C:22]([C:23]3[CH:28]=[CH:27][C:26]([CH3:29])=[CH:25][CH:24]=3)=[CH:21][C:20]([NH:30]C(OC(C)(C)C)=O)=[N:19]2)=[CH:14][CH:13]=1)(=[O:11])=[O:10].C(OCC)(=O)C.C(=O)(O)[O-].[Na+].